This data is from Reaction yield outcomes from USPTO patents with 853,638 reactions. The task is: Predict the reaction yield, written as a fraction of the theoretical maximum amount of product (1.0 means a 100% yield; for example, 0.34 means a 34% yield). (1) The catalyst is CO. The product is [ClH:27].[CH3:1][C:2]1[N:3]=[C:4]2[CH:12]=[CH:11][CH:10]=[C:9]3[N:5]2[C:6]=1[C:7](=[O:26])[N:8]3[CH2:13][CH2:14][CH:15]([NH:17][S:18]([CH2:21][C:22]([F:23])([F:24])[F:25])(=[O:19])=[O:20])[CH3:16]. The reactants are [CH3:1][C:2]1[N:3]=[C:4]2[CH:12]=[CH:11][CH:10]=[C:9]3[N:5]2[C:6]=1[C:7](=[O:26])[N:8]3[CH2:13][CH2:14][CH:15]([NH:17][S:18]([CH2:21][C:22]([F:25])([F:24])[F:23])(=[O:20])=[O:19])[CH3:16].[ClH:27]. The yield is 0.997. (2) The product is [Cl:20][C:21]1[C:30]2[CH:29]=[CH:28][CH:27]=[CH:26][C:25]=2[C:24]2[CH2:31][CH2:32][CH2:33][O:35][C:23]=2[N:22]=1. The reactants are C1(P(C2C=CC=CC=2)C2C=CC=CC=2)C=CC=CC=1.[Cl:20][C:21]1[C:30]2[C:25](=[CH:26][CH:27]=[CH:28][CH:29]=2)[C:24]([CH2:31][CH2:32][CH2:33]O)=[C:23]([OH:35])[N:22]=1.N(C([O-])=O)=NC([O-])=O. The catalyst is C1COCC1. The yield is 1.00. (3) The reactants are [CH2:1]([O:8][C:9](=[O:26])[C:10]1[CH:15]=[C:14]([CH:16]=O)[CH:13]=[CH:12][C:11]=1[O:18][CH2:19][C:20]1[CH:25]=[CH:24][CH:23]=[CH:22][CH:21]=1)[C:2]1[CH:7]=[CH:6][CH:5]=[CH:4][CH:3]=1.Cl.NO.C[N:31]1CCCC1=O.Cl. The catalyst is O. The product is [CH2:1]([O:8][C:9](=[O:26])[C:10]1[CH:15]=[C:14]([C:16]#[N:31])[CH:13]=[CH:12][C:11]=1[O:18][CH2:19][C:20]1[CH:25]=[CH:24][CH:23]=[CH:22][CH:21]=1)[C:2]1[CH:7]=[CH:6][CH:5]=[CH:4][CH:3]=1. The yield is 0.767. (4) The reactants are [C:1]([NH:5][C:6]([C:8]1[CH:9]=[N:10][N:11]2[CH:16]=[CH:15][C:14]([N:17]3[CH2:21][C@H:20]([OH:22])[CH2:19][C@@H:18]3[C:23]3[CH:28]=[CH:27][CH:26]=[C:25]([F:29])[CH:24]=3)=[N:13][C:12]=12)=[O:7])([CH3:4])([CH3:3])[CH3:2].CC(OI1(OC(C)=O)(OC(C)=O)OC(=O)C2C=CC=CC1=2)=O.[OH-].[Na+]. The catalyst is C(Cl)Cl.[Cl-].[Na+].O. The product is [C:1]([NH:5][C:6]([C:8]1[CH:9]=[N:10][N:11]2[CH:16]=[CH:15][C:14]([N:17]3[CH2:21][C:20](=[O:22])[CH2:19][C@@H:18]3[C:23]3[CH:28]=[CH:27][CH:26]=[C:25]([F:29])[CH:24]=3)=[N:13][C:12]=12)=[O:7])([CH3:4])([CH3:2])[CH3:3]. The yield is 0.270. (5) The reactants are [CH:1]([C:4]1[CH:9]=[C:8]([NH:10][C:11]2[CH:16]=[CH:15][C:14]([CH3:17])=[CH:13][CH:12]=2)[N:7]=[C:6]([N:18]2[CH2:23][CH2:22][N:21](C(OC(C)(C)C)=O)[CH2:20][CH2:19]2)[N:5]=1)([CH3:3])[CH3:2].Cl.O1CCOCC1.C([O-])(O)=O.[Na+]. The catalyst is O. The product is [CH:1]([C:4]1[N:5]=[C:6]([N:18]2[CH2:19][CH2:20][NH:21][CH2:22][CH2:23]2)[N:7]=[C:8]([NH:10][C:11]2[CH:12]=[CH:13][C:14]([CH3:17])=[CH:15][CH:16]=2)[CH:9]=1)([CH3:3])[CH3:2]. The yield is 0.850. (6) The product is [CH3:42][N:14]1[C:15](=[O:41])[C:16]2=[C:20]([NH:21][C:22]3[CH:23]=[CH:24][CH:25]=[CH:26][CH:27]=3)[N:19]([CH2:28][C:29]3[CH:30]=[CH:31][C:32]([C:35]4[CH:40]=[CH:39][CH:38]=[CH:37][N:36]=4)=[CH:33][CH:34]=3)[N:18]=[C:17]2[NH:12][C:13]1=[O:43]. The yield is 0.890. The catalyst is ClCCCl. The reactants are [Al+3].[Cl-].[Cl-].[Cl-].COC1C=CC(C[N:12]2[C:17]3=[N:18][N:19]([CH2:28][C:29]4[CH:34]=[CH:33][C:32]([C:35]5[CH:40]=[CH:39][CH:38]=[CH:37][N:36]=5)=[CH:31][CH:30]=4)[C:20]([NH:21][C:22]4[CH:27]=[CH:26][CH:25]=[CH:24][CH:23]=4)=[C:16]3[C:15](=[O:41])[N:14]([CH3:42])[C:13]2=[O:43])=CC=1.C1(OC)C=CC=CC=1.